This data is from Forward reaction prediction with 1.9M reactions from USPTO patents (1976-2016). The task is: Predict the product of the given reaction. (1) Given the reactants [CH3:1][O:2][C:3]1[CH:4]=[C:5]2[C:10](=[CH:11][C:12]=1[O:13][CH3:14])[N:9]=[CH:8][CH:7]=[C:6]2[O:15][C:16]1[CH:22]=[CH:21][C:19]([NH2:20])=[C:18]([F:23])[CH:17]=1.ClC(Cl)(O[C:28](=[O:34])OC(Cl)(Cl)Cl)Cl.[CH3:36][NH:37][NH2:38].C(=O)(O)[O-].[Na+], predict the reaction product. The product is: [CH3:1][O:2][C:3]1[CH:4]=[C:5]2[C:10](=[CH:11][C:12]=1[O:13][CH3:14])[N:9]=[CH:8][CH:7]=[C:6]2[O:15][C:16]1[CH:22]=[CH:21][C:19]([NH:20][C:28]([NH:38][NH:37][CH3:36])=[O:34])=[C:18]([F:23])[CH:17]=1. (2) Given the reactants B1(C)OC(C2C=CC=CC=2)(C2C=CC=CC=2)[C@@H]2N1CCC2.S(C)C.[Br:25][CH2:26][C:27]([C:29]1[CH:38]=[CH:37][C:32]2[O:33][CH2:34][CH2:35][O:36][C:31]=2[CH:30]=1)=[O:28], predict the reaction product. The product is: [Br:25][CH2:26][CH:27]([C:29]1[CH:38]=[CH:37][C:32]2[O:33][CH2:34][CH2:35][O:36][C:31]=2[CH:30]=1)[OH:28]. (3) The product is: [F:22][C:19]1[CH:18]=[CH:17][C:16]([C:10]2[C:9]3[C:13](=[CH:14][CH:15]=[C:7]([C:5]4[N:6]=[C:36]([CH2:40][N:28]5[CH2:27][CH2:31][CH2:30][CH2:29]5)[NH:37][N:38]=4)[CH:8]=3)[NH:12][N:11]=2)=[CH:21][CH:20]=1. Given the reactants Cl.C(O[C:5]([C:7]1[CH:8]=[C:9]2[C:13](=[CH:14][CH:15]=1)[NH:12][N:11]=[C:10]2[C:16]1[CH:21]=[CH:20][C:19]([F:22])=[CH:18][CH:17]=1)=[NH:6])C.NNC([CH:27]1[CH2:31][CH2:30][CH2:29][NH:28]1)=O.C[O-].[Na+].O=[C:36]1[CH:40]=C[N:38]=[N:37]1, predict the reaction product. (4) Given the reactants C([N:4]1[CH2:9][CH2:8][N:7]([C:10]2[CH:15]=[CH:14][C:13]([O:16][CH2:17][CH2:18][CH2:19][CH2:20][CH2:21][CH3:22])=[CH:12][CH:11]=2)[CH2:6][CH2:5]1)(=O)C.C([O-])([O-])=O.[Na+].[Na+].[ClH:29], predict the reaction product. The product is: [ClH:29].[ClH:29].[CH2:17]([O:16][C:13]1[CH:14]=[CH:15][C:10]([N:7]2[CH2:8][CH2:9][NH:4][CH2:5][CH2:6]2)=[CH:11][CH:12]=1)[CH2:18][CH2:19][CH2:20][CH2:21][CH3:22]. (5) Given the reactants [N:1]1([C:7]2[N:12]=[CH:11][NH:10][C:9](=[O:13])[CH:8]=2)[CH2:6][CH2:5][NH:4][CH2:3][CH2:2]1.[OH:14][C:15]1[CH:22]=[CH:21][C:20]([N+:23]([O-:25])=[O:24])=[CH:19][C:16]=1[CH:17]=O, predict the reaction product. The product is: [OH:14][C:15]1[CH:22]=[CH:21][C:20]([N+:23]([O-:25])=[O:24])=[CH:19][C:16]=1[CH2:17][N:4]1[CH2:5][CH2:6][N:1]([C:7]2[N:12]=[CH:11][NH:10][C:9](=[O:13])[CH:8]=2)[CH2:2][CH2:3]1. (6) Given the reactants [CH3:1][O:2][C:3]([C:5]1[CH:6]=[C:7]2[C:11](=[CH:12][CH:13]=1)[NH:10][C:9]([CH3:14])=[CH:8]2)=[O:4].[CH2:15]([O:22][C:23]1[CH:30]=[CH:29][C:26]([CH:27]=O)=[CH:25][CH:24]=1)[C:16]1[CH:21]=[CH:20][CH:19]=[CH:18][CH:17]=1.FC(F)(F)C(O)=O.C([SiH](CC)CC)C.[OH-].[Na+], predict the reaction product. The product is: [CH2:15]([O:22][C:23]1[CH:24]=[CH:25][C:26]([CH2:27][C:8]2[C:7]3[C:11](=[CH:12][CH:13]=[C:5]([C:3]([O:2][CH3:1])=[O:4])[CH:6]=3)[NH:10][C:9]=2[CH3:14])=[CH:29][CH:30]=1)[C:16]1[CH:17]=[CH:18][CH:19]=[CH:20][CH:21]=1. (7) Given the reactants C(=O)([O-])[O-].[Cs+].[Cs+].[Br:7][C:8]1[CH:9]=[C:10]([C:15]([OH:17])=[O:16])[C:11]([OH:14])=[N:12][CH:13]=1.I[CH2:19][CH3:20].[CH2:21](O)[CH3:22], predict the reaction product. The product is: [Br:7][C:8]1[CH:9]=[C:10]([C:15]([O:17][CH2:19][CH3:20])=[O:16])[C:11](=[O:14])[N:12]([CH2:21][CH3:22])[CH:13]=1. (8) Given the reactants Br[C:2]1[C:3]([CH3:15])=[C:4]([O:13][CH3:14])[C:5]2[O:9][CH:8]([CH3:10])[CH2:7][C:6]=2[C:11]=1[CH3:12].[F:16][C:17]1[CH:22]=[CH:21][C:20]([N:23]2[CH2:28][CH2:27][NH:26][CH2:25][CH2:24]2)=[CH:19][CH:18]=1, predict the reaction product. The product is: [F:16][C:17]1[CH:18]=[CH:19][C:20]([N:23]2[CH2:28][CH2:27][N:26]([C:2]3[C:3]([CH3:15])=[C:4]([O:13][CH3:14])[C:5]4[O:9][CH:8]([CH3:10])[CH2:7][C:6]=4[C:11]=3[CH3:12])[CH2:25][CH2:24]2)=[CH:21][CH:22]=1. (9) Given the reactants [C:1]([N:3]=[C:4](OC1C=CC=CC=1)[NH:5][C:6]1[CH:11]=[CH:10][CH:9]=[CH:8][C:7]=1[CH3:12])#[N:2].[N:20]1([C:26]([O:28][CH2:29][C:30]2[CH:35]=[CH:34][CH:33]=[CH:32][CH:31]=2)=[O:27])[CH2:25][CH2:24][NH:23][CH2:22][CH2:21]1, predict the reaction product. The product is: [C:1]([N:3]=[C:4]([N:23]1[CH2:22][CH2:21][N:20]([C:26]([O:28][CH2:29][C:30]2[CH:35]=[CH:34][CH:33]=[CH:32][CH:31]=2)=[O:27])[CH2:25][CH2:24]1)[NH:5][C:6]1[CH:11]=[CH:10][CH:9]=[CH:8][C:7]=1[CH3:12])#[N:2]. (10) Given the reactants S(Cl)([Cl:3])=O.[NH2:5][C@H:6]1[CH2:10][CH2:9][CH2:8][C@H:7]1[C:11]([OH:13])=[O:12].[CH3:14]O, predict the reaction product. The product is: [ClH:3].[NH2:5][C@H:6]1[CH2:10][CH2:9][CH2:8][C@H:7]1[C:11]([O:13][CH3:14])=[O:12].